The task is: Predict the reaction yield, written as a fraction of the theoretical maximum amount of product (1.0 means a 100% yield; for example, 0.34 means a 34% yield).. This data is from Reaction yield outcomes from USPTO patents with 853,638 reactions. (1) The reactants are [F:1][C:2]1[CH:3]=[C:4]([N:28]2[C:32]([OH:33])=[C:31](C(OCC)=O)[CH:30]=[N:29]2)[CH:5]=[CH:6][C:7]=1[N:8]1[CH:13]=[C:12]([O:14][CH3:15])[C:11](=[O:16])[C:10]([C:17]2[N:21]([C:22]3[CH:27]=[CH:26][CH:25]=[CH:24][CH:23]=3)[N:20]=[CH:19][CH:18]=2)=[N:9]1.[OH-].[Na+].CCO.Cl. The catalyst is O. The product is [F:1][C:2]1[CH:3]=[C:4]([N:28]2[C:32]([OH:33])=[CH:31][CH:30]=[N:29]2)[CH:5]=[CH:6][C:7]=1[N:8]1[CH:13]=[C:12]([O:14][CH3:15])[C:11](=[O:16])[C:10]([C:17]2[N:21]([C:22]3[CH:23]=[CH:24][CH:25]=[CH:26][CH:27]=3)[N:20]=[CH:19][CH:18]=2)=[N:9]1. The yield is 0.320. (2) The reactants are [NH2:1][C@H:2]1[C@H:11]([OH:12])[CH2:10][CH2:9][C:4]2([O:8][CH2:7][CH2:6][O:5]2)[CH2:3]1.O=[C:14]1[CH2:19][CH2:18][N:17]([C:20]([O:22][CH2:23][C:24]2[CH:29]=[CH:28][CH:27]=[CH:26][CH:25]=2)=[O:21])[CH2:16][CH2:15]1.C(O[BH-](OC(=O)C)OC(=O)C)(=O)C.[Na+].C([O-])(O)=O.[Na+]. The catalyst is ClCCl. The product is [OH:12][C@@H:11]1[CH2:10][CH2:9][C:4]2([O:5][CH2:6][CH2:7][O:8]2)[CH2:3][C@H:2]1[NH:1][CH:14]1[CH2:19][CH2:18][N:17]([C:20]([O:22][CH2:23][C:24]2[CH:25]=[CH:26][CH:27]=[CH:28][CH:29]=2)=[O:21])[CH2:16][CH2:15]1. The yield is 0.820. (3) The reactants are [N:1]1[C:5]2[CH:6]=[CH:7][CH:8]=[CH:9][C:4]=2[NH:3][CH:2]=1.CC(C)([O-])C.[K+].Br[CH2:17][C:18]#[N:19]. The catalyst is CN(C)C=O. The product is [N:1]1([CH2:17][C:18]#[N:19])[C:5]2[CH:6]=[CH:7][CH:8]=[CH:9][C:4]=2[N:3]=[CH:2]1. The yield is 0.890. (4) The reactants are COC1C=C(OC)C=CC=1C[N:6]([C:31]1[CH:36]=[CH:35][N:34]=[CH:33][N:32]=1)[S:7]([C:10]1[CH:15]=[C:14]([F:16])[C:13]([O:17][C@H:18]2[CH2:22][CH2:21][CH2:20][C@@H:19]2[C:23]2[N:27]([CH2:28][CH3:29])[N:26]=[CH:25][CH:24]=2)=[CH:12][C:11]=1[F:30])(=[O:9])=[O:8].C([SiH](CC)CC)C.FC(F)(F)C(O)=O. The catalyst is ClCCl. The product is [CH2:28]([N:27]1[C:23]([C@H:19]2[CH2:20][CH2:21][CH2:22][C@@H:18]2[O:17][C:13]2[C:14]([F:16])=[CH:15][C:10]([S:7]([NH:6][C:31]3[CH:36]=[CH:35][N:34]=[CH:33][N:32]=3)(=[O:9])=[O:8])=[C:11]([F:30])[CH:12]=2)=[CH:24][CH:25]=[N:26]1)[CH3:29]. The yield is 0.720.